Dataset: Full USPTO retrosynthesis dataset with 1.9M reactions from patents (1976-2016). Task: Predict the reactants needed to synthesize the given product. (1) Given the product [C:40]([C:44]1[CH:68]=[CH:67][C:47]([C:48]([NH:50][CH2:51][C:52]2[CH:57]=[CH:56][C:55]([C:14]3[CH:19]=[CH:18][N:17]=[C:16]4[NH:20][C:21]([C:23]5[CH:28]=[CH:27][C:26]([C:29]([N:31]6[CH2:32][CH2:33][O:34][CH2:35][CH2:36]6)=[O:30])=[CH:25][CH:24]=5)=[N:22][C:15]=34)=[CH:54][C:53]=2[F:66])=[O:49])=[CH:46][CH:45]=1)([CH3:43])([CH3:41])[CH3:42], predict the reactants needed to synthesize it. The reactants are: OC(C)(C)CCN1CC2C(=CC=C([C:14]3[CH:19]=[CH:18][N:17]=[C:16]4[NH:20][C:21]([C:23]5[CH:28]=[CH:27][C:26]([C:29]([N:31]6[CH2:36][CH2:35][O:34][CH2:33][CH2:32]6)=[O:30])=[CH:25][CH:24]=5)=[N:22][C:15]=34)C=2)C1=O.[C:40]([C:44]1[CH:68]=[CH:67][C:47]([C:48]([NH:50][CH2:51][C:52]2[CH:57]=[CH:56][C:55](C3C=CN=C(N)C=3N)=[CH:54][C:53]=2[F:66])=[O:49])=[CH:46][CH:45]=1)([CH3:43])([CH3:42])[CH3:41].N1(C(C2C=CC(C=O)=CC=2)=O)CCOCC1.CN(C=O)C.O.C1(C)C=CC(S(O)(=O)=O)=CC=1. (2) Given the product [Cl:16][C:15]1[C:10]([C:9]([OH:25])=[O:8])=[C:11]([F:24])[C:12]([NH:17][S:18]([CH2:21][CH2:22][CH3:23])(=[O:19])=[O:20])=[CH:13][CH:14]=1, predict the reactants needed to synthesize it. The reactants are: C([O:8][C:9](=[O:25])[C:10]1[C:15]([Cl:16])=[CH:14][CH:13]=[C:12]([NH:17][S:18]([CH2:21][CH2:22][CH3:23])(=[O:20])=[O:19])[C:11]=1[F:24])C1C=CC=CC=1.[OH-].[K+].O.Cl. (3) Given the product [CH2:25]([N:15]1[CH2:16][CH2:17][N:12]([C:3]2[CH:4]=[CH:5][CH:6]=[C:7]([S:8]([CH3:11])(=[O:9])=[O:10])[C:2]=2[F:1])[CH2:13][CH2:14]1)[CH3:26], predict the reactants needed to synthesize it. The reactants are: [F:1][C:2]1[C:7]([S:8]([CH3:11])(=[O:10])=[O:9])=[CH:6][CH:5]=[CH:4][C:3]=1[N:12]1[CH2:17][CH2:16][NH:15][CH2:14][CH2:13]1.C(=O)([O-])[O-].[K+].[K+].I[CH2:25][CH3:26].Cl. (4) Given the product [CH2:1]([Si:4]([CH3:7])([CH3:6])[CH3:5])[CH:2]=[CH2:3].[C:11]1(=[O:12])[O:13][C:8](=[O:14])[CH:9]=[CH:10]1.[C:15]([O:19][C:20](=[O:23])[CH:21]=[CH2:22])([CH3:18])([CH3:17])[CH3:16].[CH3:29][O:28][C:24](=[O:27])[CH:25]=[CH2:26].[C:30]([OH:34])(=[O:33])[CH:31]=[CH2:32], predict the reactants needed to synthesize it. The reactants are: [CH2:1]([Si:4]([CH3:7])([CH3:6])[CH3:5])[CH:2]=[CH2:3].[C:8]1(=[O:14])[O:13][C:11](=[O:12])[CH:10]=[CH:9]1.[C:15]([O:19][C:20](=[O:23])[CH:21]=[CH2:22])([CH3:18])([CH3:17])[CH3:16].[C:24]([O:28][CH3:29])(=[O:27])[CH:25]=[CH2:26].[C:30]([OH:34])(=[O:33])[CH:31]=[CH2:32]. (5) Given the product [Br:5][C:6]1[C:15]([C:17](=[O:23])[C:18]([O:20][CH2:21][CH3:22])=[O:19])=[CH:14][C:9]2[O:10][CH2:11][CH2:12][O:13][C:8]=2[CH:7]=1, predict the reactants needed to synthesize it. The reactants are: [Cl-].[Al+3].[Cl-].[Cl-].[Br:5][C:6]1[CH:15]=[CH:14][C:9]2[O:10][CH2:11][CH2:12][O:13][C:8]=2[CH:7]=1.Cl[C:17](=[O:23])[C:18]([O:20][CH2:21][CH3:22])=[O:19]. (6) The reactants are: [OH:1][C:2]1[C:11]2[C:10]([CH3:13])([CH3:12])[CH2:9][CH2:8][C:7]([CH3:15])([CH3:14])[C:6]=2[CH:5]=[C:4]([CH:16]=[O:17])[CH:3]=1.[H-].[Na+].[C:20]([C:24]1[CH:31]=[CH:30][C:27]([CH2:28]Br)=[CH:26][CH:25]=1)([CH3:23])([CH3:22])[CH3:21]. Given the product [C:20]([C:24]1[CH:25]=[CH:26][C:27]([CH2:28][O:1][C:2]2[C:11]3[C:10]([CH3:12])([CH3:13])[CH2:9][CH2:8][C:7]([CH3:15])([CH3:14])[C:6]=3[CH:5]=[C:4]([CH:16]=[O:17])[CH:3]=2)=[CH:30][CH:31]=1)([CH3:23])([CH3:21])[CH3:22], predict the reactants needed to synthesize it. (7) Given the product [Cl:94][C:91]1[CH:92]=[CH:93][C:88]([C:73]2[C:72]3[CH:95]=[C:68]([O:67][CH2:66][CH2:65][O:64][CH2:63][CH2:62][O:61][CH2:60][CH2:59][O:58][CH2:57][CH2:56][O:55][CH2:54][CH2:53][O:52][CH2:51][CH2:50][O:49][CH2:48][CH2:47][O:46][CH2:45][CH2:44][O:43][CH2:42][CH2:41][NH:40][C:26](=[O:27])[CH2:25][C@@H:10]4[N:9]=[C:8]([C:5]5[CH:6]=[CH:7][C:2]([Cl:1])=[CH:3][CH:4]=5)[C:14]5[CH:15]=[C:16]([O:19][CH3:20])[CH:17]=[CH:18][C:13]=5[N:12]5[C:21]([CH3:24])=[N:22][N:23]=[C:11]45)[CH:69]=[CH:70][C:71]=3[N:77]3[C:78]([CH3:81])=[N:79][N:80]=[C:76]3[C@H:75]([CH2:82][C:83]([NH:85][CH2:86][CH3:87])=[O:84])[N:74]=2)=[CH:89][CH:90]=1, predict the reactants needed to synthesize it. The reactants are: [Cl:1][C:2]1[CH:7]=[CH:6][C:5]([C:8]2[C:14]3[CH:15]=[C:16]([O:19][CH3:20])[CH:17]=[CH:18][C:13]=3[N:12]3[C:21]([CH3:24])=[N:22][N:23]=[C:11]3[C@H:10]([CH2:25][C:26](O)=[O:27])[N:9]=2)=[CH:4][CH:3]=1.CCN=C=NCCCN(C)C.[NH2:40][CH2:41][CH2:42][O:43][CH2:44][CH2:45][O:46][CH2:47][CH2:48][O:49][CH2:50][CH2:51][O:52][CH2:53][CH2:54][O:55][CH2:56][CH2:57][O:58][CH2:59][CH2:60][O:61][CH2:62][CH2:63][O:64][CH2:65][CH2:66][O:67][C:68]1[CH:69]=[CH:70][C:71]2[N:77]3[C:78]([CH3:81])=[N:79][N:80]=[C:76]3[C@H:75]([CH2:82][C:83]([NH:85][CH2:86][CH3:87])=[O:84])[N:74]=[C:73]([C:88]3[CH:93]=[CH:92][C:91]([Cl:94])=[CH:90][CH:89]=3)[C:72]=2[CH:95]=1. (8) Given the product [CH2:14]([O:13][C:11]([C:2]1([NH:1][C:25]([O:26][C:27]([CH3:37])([CH3:36])[CH3:28])=[O:38])[CH2:4][CH:3]1[C:5]1[CH:10]=[CH:9][CH:8]=[CH:7][CH:6]=1)=[O:12])[CH3:15], predict the reactants needed to synthesize it. The reactants are: [NH2:1][C:2]1([C:11]([O:13][CH2:14][CH3:15])=[O:12])[CH2:4][CH:3]1[C:5]1[CH:10]=[CH:9][CH:8]=[CH:7][CH:6]=1.CCN(C(C)C)C(C)C.[C:25](=O)([O-:38])[O:26][C:27]([CH3:37])([CH3:36])[CH2:28]C(OC(C)(C)C)=O.[N+](CC(OCC)=O)([O-])=O.